Dataset: Full USPTO retrosynthesis dataset with 1.9M reactions from patents (1976-2016). Task: Predict the reactants needed to synthesize the given product. (1) Given the product [Br:1][C:2]1[CH:11]=[C:10]2[C:5]([C:6](=[O:12])[C:7](=[CH:20][C:19]3[CH:22]=[CH:23][C:16]([O:15][C:14]([F:13])([F:24])[F:25])=[CH:17][CH:18]=3)[CH2:8][O:9]2)=[CH:4][CH:3]=1, predict the reactants needed to synthesize it. The reactants are: [Br:1][C:2]1[CH:11]=[C:10]2[C:5]([C:6](=[O:12])[CH2:7][CH2:8][O:9]2)=[CH:4][CH:3]=1.[F:13][C:14]([F:25])([F:24])[O:15][C:16]1[CH:23]=[CH:22][C:19]([CH:20]=O)=[CH:18][CH:17]=1. (2) Given the product [F:15][C:12]([F:14])([F:13])[C:11]1[N:6]2[N:5]=[CH:4][C:3]([C:1]#[C:2][C:27]3[CH:35]=[CH:34][C:30]([C:31]([NH2:33])=[O:32])=[CH:29][CH:28]=3)=[C:7]2[N:8]=[C:9]([C:16]2[CH:21]=[CH:20][C:19]([C:22]([F:25])([F:24])[F:23])=[CH:18][CH:17]=2)[CH:10]=1, predict the reactants needed to synthesize it. The reactants are: [C:1]([C:3]1[CH:4]=[N:5][N:6]2[C:11]([C:12]([F:15])([F:14])[F:13])=[CH:10][C:9]([C:16]3[CH:21]=[CH:20][C:19]([C:22]([F:25])([F:24])[F:23])=[CH:18][CH:17]=3)=[N:8][C:7]=12)#[CH:2].Br[C:27]1[CH:35]=[CH:34][C:30]([C:31]([NH2:33])=[O:32])=[CH:29][CH:28]=1. (3) Given the product [Br:42][CH2:43][C:44]([N:9]([CH2:10][C:11]([NH:13][C:14]1[C:15]([C:22]2[CH:23]=[CH:24][C:25]([N:28]([CH3:30])[CH3:29])=[CH:26][CH:27]=2)=[N:16][C:17]([O:20][CH3:21])=[CH:18][CH:19]=1)=[O:12])[C:6]1[CH:5]=[CH:4][C:3]([O:2][CH3:1])=[CH:8][CH:7]=1)=[O:45], predict the reactants needed to synthesize it. The reactants are: [CH3:1][O:2][C:3]1[CH:8]=[CH:7][C:6]([NH:9][CH2:10][C:11]([NH:13][C:14]2[C:15]([C:22]3[CH:27]=[CH:26][C:25]([N:28]([CH3:30])[CH3:29])=[CH:24][CH:23]=3)=[N:16][C:17]([O:20][CH3:21])=[CH:18][CH:19]=2)=[O:12])=[CH:5][CH:4]=1.C(OCC)(=O)C.C(=O)(O)[O-].[Na+].[Br:42][CH2:43][C:44](Br)=[O:45]. (4) Given the product [C:1]([O:5][C@@H:6]([C:11]1[C:12]([C:38]2[CH:39]=[CH:40][C:35]3[O:34][CH2:33][C:32]([CH3:31])([CH3:50])[C:36]=3[CH:37]=2)=[C:13]2[CH:20]=[CH:19][N:18]([CH2:21][C:22]3[CH:27]=[CH:26][C:25]([F:28])=[C:24]([F:29])[CH:23]=3)[C:14]2=[N:15][C:16]=1[CH3:17])[C:7]([OH:9])=[O:8])([CH3:2])([CH3:3])[CH3:4], predict the reactants needed to synthesize it. The reactants are: [C:1]([O:5][C@@H:6]([C:11]1[C:12](I)=[C:13]2[CH:20]=[CH:19][N:18]([CH2:21][C:22]3[CH:27]=[CH:26][C:25]([F:28])=[C:24]([F:29])[CH:23]=3)[C:14]2=[N:15][C:16]=1[CH3:17])[C:7]([O:9]C)=[O:8])([CH3:4])([CH3:3])[CH3:2].[CH3:31][C:32]1([CH3:50])[C:36]2[CH:37]=[C:38](B3OC(C)(C)C(C)(C)O3)[CH:39]=[CH:40][C:35]=2[O:34][CH2:33]1. (5) Given the product [C:42]([NH:41][CH2:40][CH2:39][CH:35]1[C:36]2[C:32](=[CH:31][CH:30]=[C:29]([NH:28][C:12](=[O:14])[CH2:11][CH2:10][CH:9]([O:8][CH2:1][C:2]3[CH:3]=[CH:4][CH:5]=[CH:6][CH:7]=3)[CH3:15])[C:37]=2[OH:38])[CH2:33][CH2:34]1)(=[O:44])[CH3:43], predict the reactants needed to synthesize it. The reactants are: [CH2:1]([O:8][CH:9]([CH3:15])[CH2:10][CH2:11][C:12]([OH:14])=O)[C:2]1[CH:7]=[CH:6][CH:5]=[CH:4][CH:3]=1.C(Cl)(=O)C(Cl)=O.CN(C)C=O.Cl.[NH2:28][C:29]1[C:37]([OH:38])=[C:36]2[C:32]([CH2:33][CH2:34][CH:35]2[CH2:39][CH2:40][NH:41][C:42](=[O:44])[CH3:43])=[CH:31][CH:30]=1. (6) Given the product [Br:19][C:20]1[CH:21]=[N:22][CH:23]=[C:24]([Br:26])[C:25]=1[CH2:28][CH2:29][CH2:30][O:31][CH2:32][C:33]1[CH:38]=[CH:37][CH:36]=[CH:35][CH:34]=1, predict the reactants needed to synthesize it. The reactants are: C(NC(C)C)(C)C.C([Li])CCC.CCCCCC.[Br:19][C:20]1[CH:21]=[N:22][CH:23]=[C:24]([Br:26])[CH:25]=1.Br[CH2:28][CH2:29][CH2:30][O:31][CH2:32][C:33]1[CH:38]=[CH:37][CH:36]=[CH:35][CH:34]=1. (7) The reactants are: [C:1]([O:5][C:6](=[O:27])[NH:7][CH2:8][C:9]1[CH:14]=[C:13]([O:15][C:16]2[CH:21]=[CH:20][C:19]([CH3:22])=[CH:18][C:17]=2[F:23])[CH:12]=[CH:11][C:10]=1[N+:24]([O-])=O)([CH3:4])([CH3:3])[CH3:2].[Cl-].[NH4+].C(O)C. Given the product [C:1]([O:5][C:6](=[O:27])[NH:7][CH2:8][C:9]1[CH:14]=[C:13]([O:15][C:16]2[CH:21]=[CH:20][C:19]([CH3:22])=[CH:18][C:17]=2[F:23])[CH:12]=[CH:11][C:10]=1[NH2:24])([CH3:4])([CH3:2])[CH3:3], predict the reactants needed to synthesize it. (8) Given the product [F:31][C:32]([F:37])([F:36])[C:33]([OH:35])=[O:34].[N:1]1[O:2][N:3]=[C:4]2[C:9]([CH:10]3[C:15]([C:16]#[N:17])=[C:14]([CH2:18][NH:19][CH3:20])[NH:13][C:12]4=[N:28][NH:29][CH:30]=[C:11]34)=[CH:8][CH:7]=[CH:6][C:5]=12, predict the reactants needed to synthesize it. The reactants are: [N:1]1[O:2][N:3]=[C:4]2[C:9]([CH:10]3[C:15]([C:16]#[N:17])=[C:14]([CH2:18][N:19](C(OC(C)(C)C)=O)[CH3:20])[NH:13][C:12]4=[N:28][NH:29][CH:30]=[C:11]34)=[CH:8][CH:7]=[CH:6][C:5]=12.[F:31][C:32]([F:37])([F:36])[C:33]([OH:35])=[O:34]. (9) Given the product [F:13][C:14]1[N:19]=[CH:18][C:17]([C:20]2[S:21][C:22]([C:31]([C:28]3[CH:29]=[CH:30][N:25]=[CH:26][CH:27]=3)([OH:33])[CH3:32])=[CH:23][N:24]=2)=[CH:16][CH:15]=1, predict the reactants needed to synthesize it. The reactants are: C(NC(C)C)(C)C.[Li]CCCC.[F:13][C:14]1[N:19]=[CH:18][C:17]([C:20]2[S:21][CH:22]=[CH:23][N:24]=2)=[CH:16][CH:15]=1.[N:25]1[CH:30]=[CH:29][C:28]([C:31](=[O:33])[CH3:32])=[CH:27][CH:26]=1. (10) The reactants are: [O:1]1[CH:6]=[CH:5][CH2:4][CH2:3][CH2:2]1.C1(C)C=CC(S([O-])(=O)=O)=CC=1.[NH+]1C=CC=CC=1.[Br:24][C:25]1[CH:30]=[C:29]([F:31])[CH:28]=[CH:27][C:26]=1[OH:32].C(=O)([O-])[O-].[K+].[K+].[Cl-].[Na+]. Given the product [Br:24][C:25]1[CH:30]=[C:29]([F:31])[CH:28]=[CH:27][C:26]=1[O:32][CH:6]1[CH2:5][CH2:4][CH2:3][CH2:2][O:1]1, predict the reactants needed to synthesize it.